This data is from NCI-60 drug combinations with 297,098 pairs across 59 cell lines. The task is: Regression. Given two drug SMILES strings and cell line genomic features, predict the synergy score measuring deviation from expected non-interaction effect. (1) Drug 1: CC1=C(C=C(C=C1)NC2=NC=CC(=N2)N(C)C3=CC4=NN(C(=C4C=C3)C)C)S(=O)(=O)N.Cl. Drug 2: CS(=O)(=O)C1=CC(=C(C=C1)C(=O)NC2=CC(=C(C=C2)Cl)C3=CC=CC=N3)Cl. Cell line: A498. Synergy scores: CSS=1.11, Synergy_ZIP=1.63, Synergy_Bliss=1.58, Synergy_Loewe=-2.90, Synergy_HSA=-1.80. (2) Drug 1: CC1OCC2C(O1)C(C(C(O2)OC3C4COC(=O)C4C(C5=CC6=C(C=C35)OCO6)C7=CC(=C(C(=C7)OC)O)OC)O)O. Drug 2: C(CN)CNCCSP(=O)(O)O. Cell line: EKVX. Synergy scores: CSS=7.95, Synergy_ZIP=-2.00, Synergy_Bliss=-4.58, Synergy_Loewe=-25.2, Synergy_HSA=-7.48. (3) Drug 1: C1=CC(=CC=C1CCCC(=O)O)N(CCCl)CCCl. Drug 2: C1CC(=O)NC(=O)C1N2C(=O)C3=CC=CC=C3C2=O. Cell line: HOP-62. Synergy scores: CSS=6.74, Synergy_ZIP=0.236, Synergy_Bliss=-2.46, Synergy_Loewe=-4.70, Synergy_HSA=-2.21. (4) Cell line: T-47D. Drug 2: C(CN)CNCCSP(=O)(O)O. Synergy scores: CSS=11.2, Synergy_ZIP=-3.64, Synergy_Bliss=-1.83, Synergy_Loewe=7.02, Synergy_HSA=2.44. Drug 1: CC(C)NC(=O)C1=CC=C(C=C1)CNNC.Cl. (5) Drug 1: CC1=C2C(C(=O)C3(C(CC4C(C3C(C(C2(C)C)(CC1OC(=O)C(C(C5=CC=CC=C5)NC(=O)OC(C)(C)C)O)O)OC(=O)C6=CC=CC=C6)(CO4)OC(=O)C)OC)C)OC. Drug 2: C1=NC2=C(N1)C(=S)N=CN2. Cell line: SK-MEL-5. Synergy scores: CSS=29.6, Synergy_ZIP=-5.55, Synergy_Bliss=-5.96, Synergy_Loewe=-9.61, Synergy_HSA=-1.64. (6) Drug 1: CS(=O)(=O)C1=CC(=C(C=C1)C(=O)NC2=CC(=C(C=C2)Cl)C3=CC=CC=N3)Cl. Drug 2: CC12CCC3C(C1CCC2=O)CC(=C)C4=CC(=O)C=CC34C. Cell line: KM12. Synergy scores: CSS=49.1, Synergy_ZIP=-3.93, Synergy_Bliss=-2.27, Synergy_Loewe=-11.1, Synergy_HSA=-0.712.